Dataset: Reaction yield outcomes from USPTO patents with 853,638 reactions. Task: Predict the reaction yield, written as a fraction of the theoretical maximum amount of product (1.0 means a 100% yield; for example, 0.34 means a 34% yield). (1) The reactants are [CH3:1][N:2]([CH2:7][C:8]1[S:12][C:11]2[CH:13]=[CH:14][CH:15]=[CH:16][C:10]=2[C:9]=1[CH3:17])[C:3](=[O:6])[CH:4]=[CH2:5].[CH2:18]([O:20][C:21]([C:23]1[C:24](=[O:34])[NH:25][C:26]2[C:31]([CH:32]=1)=[CH:30][C:29](Br)=[CH:28][N:27]=2)=[O:22])[CH3:19].CCN(C(C)C)C(C)C. The catalyst is C(C#N)C.CN(C=O)C.CC([O-])=O.CC([O-])=O.[Pd+2]. The product is [CH2:18]([O:20][C:21]([C:23]1[C:24](=[O:34])[NH:25][C:26]2[C:31]([CH:32]=1)=[CH:30][C:29](/[CH:5]=[CH:4]/[C:3](=[O:6])[N:2]([CH3:1])[CH2:7][C:8]1[S:12][C:11]3[CH:13]=[CH:14][CH:15]=[CH:16][C:10]=3[C:9]=1[CH3:17])=[CH:28][N:27]=2)=[O:22])[CH3:19]. The yield is 0.560. (2) The reactants are [O-:1][C:2]#[N:3].[Na+].[NH2:5][CH2:6][CH2:7][N:8]1[C:25](=[N:26][C:27]2[CH:32]=[CH:31][CH:30]=[CH:29][C:28]=2[CH3:33])[CH:24]=[C:11]2[C:12]3[C:17]([CH2:18][CH2:19][N:10]2[C:9]1=[O:34])=[CH:16][C:15]([O:20][CH3:21])=[C:14]([O:22][CH3:23])[CH:13]=3.[OH-].[Na+]. The catalyst is O.Cl. The product is [C:2]([NH:5][CH2:6][CH2:7][N:8]1[C:25](=[N:26][C:27]2[CH:32]=[CH:31][CH:30]=[CH:29][C:28]=2[CH3:33])[CH:24]=[C:11]2[C:12]3[C:17]([CH2:18][CH2:19][N:10]2[C:9]1=[O:34])=[CH:16][C:15]([O:20][CH3:21])=[C:14]([O:22][CH3:23])[CH:13]=3)(=[O:1])[NH2:3]. The yield is 0.450.